Predict the reaction yield, written as a fraction of the theoretical maximum amount of product (1.0 means a 100% yield; for example, 0.34 means a 34% yield). From a dataset of Reaction yield outcomes from USPTO patents with 853,638 reactions. (1) The reactants are Cl[C:2]1[CH:3]=[N+:4]([O-:8])[CH:5]=[CH:6][CH:7]=1. The catalyst is N1CCCCC1. The product is [N:4]1([C:2]2[CH:3]=[N+:4]([O-:8])[CH:5]=[CH:6][CH:7]=2)[CH2:5][CH2:6][CH2:7][CH2:2][CH2:3]1. The yield is 0.670. (2) The reactants are C([N:3](CC)CC)C.ClC(OCC)=O.[C:14]([N:21]1[CH2:26][CH2:25][CH2:24][C@H:23]([C:27]([OH:29])=O)[CH2:22]1)([O:16][C:17]([CH3:20])([CH3:19])[CH3:18])=[O:15]. The catalyst is C(Cl)(Cl)Cl. The product is [C:17]([O:16][C:14]([N:21]1[CH2:26][CH2:25][CH2:24][C@H:23]([C:27](=[O:29])[NH2:3])[CH2:22]1)=[O:15])([CH3:20])([CH3:19])[CH3:18]. The yield is 1.00. (3) The catalyst is C(O)C. The yield is 0.426. The reactants are CC1C=CC(S(O)(=O)=O)=CC=1.[F:12][C:13]1[C:14](=[O:43])[N:15]([CH2:25][CH2:26][C@@:27]([CH3:42])([S:38]([CH3:41])(=[O:40])=[O:39])[C:28]([NH:30][O:31]C2CCCCO2)=[O:29])[CH:16]=[CH:17][C:18]=1[C:19]1[CH:24]=[CH:23][CH:22]=[CH:21][CH:20]=1. The product is [F:12][C:13]1[C:14](=[O:43])[N:15]([CH2:25][CH2:26][C@@:27]([CH3:42])([S:38]([CH3:41])(=[O:39])=[O:40])[C:28]([NH:30][OH:31])=[O:29])[CH:16]=[CH:17][C:18]=1[C:19]1[CH:20]=[CH:21][CH:22]=[CH:23][CH:24]=1. (4) The reactants are Cl.[Br:2][C:3]1[CH:8]=[CH:7][C:6]([NH:9][NH2:10])=[CH:5][CH:4]=1.[C:11]1(=O)[O:16][C:14](=[O:15])[C:13]2=[CH:17][CH:18]=[CH:19][CH:20]=[C:12]12. The catalyst is C(O)(=O)C. The product is [Br:2][C:3]1[CH:8]=[CH:7][C:6]([NH:9][N:10]2[C:14](=[O:15])[C:13]3[C:12](=[CH:20][CH:19]=[CH:18][CH:17]=3)[C:11]2=[O:16])=[CH:5][CH:4]=1. The yield is 0.840. (5) The product is [CH2:1]([O:3][C:4]([C:5]1[CH:10]=[C:9]2[C:8](=[CH:7][C:6]=1[NH2:19])[NH:16][CH:12]=[CH:11]2)=[O:22])[CH3:2]. The catalyst is CCO.[Ni]. The reactants are [CH2:1]([O:3][C:4](=[O:22])[C:5]1[CH:10]=[C:9]([CH:11]=[CH:12]N(C)C)[C:8]([N+:16]([O-])=O)=[CH:7][C:6]=1[N+:19]([O-])=O)[CH3:2]. The yield is 0.300. (6) The reactants are [Cl:1][C:2]1[CH:3]=[C:4]2[C:8](=[CH:9][C:10]=1[Cl:11])[NH:7][C:6](=[O:12])[C:5]2=[O:13].[H-].[Na+].[H][H].I[CH3:19]. The catalyst is CN(C=O)C.C(O)(=O)C.O. The product is [Cl:1][C:2]1[CH:3]=[C:4]2[C:8](=[CH:9][C:10]=1[Cl:11])[N:7]([CH3:19])[C:6](=[O:12])[C:5]2=[O:13]. The yield is 0.810. (7) The reactants are I[CH3:2].[Cl:3][C:4]1[CH:9]=[CH:8][C:7]([CH:10]([C:29]2[N:30]=[CH:31][NH:32][CH:33]=2)[C:11]2[CH:12]=[C:13]3[C:18](=[CH:19][CH:20]=2)[N:17]([CH3:21])[C:16](=[O:22])[CH:15]=[C:14]3[C:23]2[CH:28]=[CH:27][CH:26]=[CH:25][CH:24]=2)=[CH:6][CH:5]=1.O. The catalyst is [Cl-].C([N+](CC)(CC)CC)C1C=CC=CC=1.C1COCC1.[OH-].[Na+]. The product is [Cl:3][C:4]1[CH:9]=[CH:8][C:7]([CH:10]([C:29]2[N:30]=[CH:31][N:32]([CH3:2])[CH:33]=2)[C:11]2[CH:12]=[C:13]3[C:18](=[CH:19][CH:20]=2)[N:17]([CH3:21])[C:16](=[O:22])[CH:15]=[C:14]3[C:23]2[CH:28]=[CH:27][CH:26]=[CH:25][CH:24]=2)=[CH:6][CH:5]=1. The yield is 0.420. (8) The reactants are [O:1]1[C:5]2[CH:6]=[CH:7][C:8]([C:10]3([C:13]([OH:15])=O)[CH2:12][CH2:11]3)=[CH:9][C:4]=2[O:3][CH2:2]1.S(Cl)(Cl)=O.CN(C)C=O.[N:25]1[CH:30]=[CH:29][CH:28]=[CH:27][C:26]=1[NH2:31]. The catalyst is N1C=CC=CC=1. The product is [O:1]1[C:5]2[CH:6]=[CH:7][C:8]([C:10]3([C:13]([NH:31][C:26]4[CH:27]=[CH:28][CH:29]=[CH:30][N:25]=4)=[O:15])[CH2:11][CH2:12]3)=[CH:9][C:4]=2[O:3][CH2:2]1. The yield is 0.100. (9) The product is [F:34][CH2:35][CH:36]([CH2:37][F:38])[O:1][C:2]1[CH:3]=[CH:4][C:5]([N:8]2[C:13](=[O:14])[C:12]([CH2:15][C:16]3[CH:21]=[CH:20][C:19]([C:22]4[CH:27]=[CH:26][CH:25]=[CH:24][C:23]=4[C:28]4[NH:60][C:61](=[O:62])[O:63][N:29]=4)=[CH:18][CH:17]=3)=[C:11]([CH2:30][CH2:31][CH3:32])[N:10]=[C:9]2[CH3:33])=[CH:6][CH:7]=1. The yield is 0.720. The catalyst is O1CCCC1.O.C(OCC)(=O)C. The reactants are [OH:1][C:2]1[CH:7]=[CH:6][C:5]([N:8]2[C:13](=[O:14])[C:12]([CH2:15][C:16]3[CH:21]=[CH:20][C:19]([C:22]4[C:23]([C:28]#[N:29])=[CH:24][CH:25]=[CH:26][CH:27]=4)=[CH:18][CH:17]=3)=[C:11]([CH2:30][CH2:31][CH3:32])[N:10]=[C:9]2[CH3:33])=[CH:4][CH:3]=1.[F:34][CH2:35][CH:36](O)[CH2:37][F:38].C1(P(C2C=CC=CC=2)C2C=CC=CC=2)C=CC=CC=1.[N:60]([C:61]([O:63]C(C)C)=[O:62])=[N:60][C:61]([O:63]C(C)C)=[O:62].